This data is from NCI-60 drug combinations with 297,098 pairs across 59 cell lines. The task is: Regression. Given two drug SMILES strings and cell line genomic features, predict the synergy score measuring deviation from expected non-interaction effect. Drug 1: C1CCN(CC1)CCOC2=CC=C(C=C2)C(=O)C3=C(SC4=C3C=CC(=C4)O)C5=CC=C(C=C5)O. Drug 2: CC1=C2C(C(=O)C3(C(CC4C(C3C(C(C2(C)C)(CC1OC(=O)C(C(C5=CC=CC=C5)NC(=O)OC(C)(C)C)O)O)OC(=O)C6=CC=CC=C6)(CO4)OC(=O)C)OC)C)OC. Cell line: ACHN. Synergy scores: CSS=52.8, Synergy_ZIP=15.7, Synergy_Bliss=15.5, Synergy_Loewe=-8.17, Synergy_HSA=14.2.